This data is from Full USPTO retrosynthesis dataset with 1.9M reactions from patents (1976-2016). The task is: Predict the reactants needed to synthesize the given product. Given the product [CH3:19][CH:18]([CH3:20])[C@@H:2]([O:1][S:29]([CH3:28])(=[O:31])=[O:30])[C:3]([NH:5][C@H:6]([C:8]1[CH:17]=[CH:16][C:11]([C:12]([O:14][CH3:15])=[O:13])=[CH:10][CH:9]=1)[CH3:7])=[O:4], predict the reactants needed to synthesize it. The reactants are: [OH:1][C@H:2]([CH:18]([CH3:20])[CH3:19])[C:3]([NH:5][C@H:6]([C:8]1[CH:17]=[CH:16][C:11]([C:12]([O:14][CH3:15])=[O:13])=[CH:10][CH:9]=1)[CH3:7])=[O:4].C(N(CC)CC)C.[CH3:28][S:29](Cl)(=[O:31])=[O:30].